From a dataset of Reaction yield outcomes from USPTO patents with 853,638 reactions. Predict the reaction yield, written as a fraction of the theoretical maximum amount of product (1.0 means a 100% yield; for example, 0.34 means a 34% yield). (1) The reactants are [C:1]([O:5][C:6]([N:8]1[C:13]2[CH:14]=[C:15]([Cl:26])[C:16]([O:18]CC3C=CC=CC=3)=[CH:17][C:12]=2[O:11][CH:10]([C:27]([N:29]2[CH2:34][CH2:33][CH:32]([O:35][C:36]3[CH:41]=[CH:40][C:39]([F:42])=[CH:38][CH:37]=3)[CH2:31][CH2:30]2)=[O:28])[CH2:9]1)=[O:7])([CH3:4])([CH3:3])[CH3:2]. The catalyst is C(OCC)(=O)C.[Pd]. The product is [C:1]([O:5][C:6]([N:8]1[C:13]2[CH:14]=[C:15]([Cl:26])[C:16]([OH:18])=[CH:17][C:12]=2[O:11][CH:10]([C:27]([N:29]2[CH2:34][CH2:33][CH:32]([O:35][C:36]3[CH:37]=[CH:38][C:39]([F:42])=[CH:40][CH:41]=3)[CH2:31][CH2:30]2)=[O:28])[CH2:9]1)=[O:7])([CH3:4])([CH3:2])[CH3:3]. The yield is 0.943. (2) The reactants are [Cl:1][C:2]1[CH:3]=[C:4]([C:11]2[CH:15]=[CH:14][N:13]([CH2:16][C@@H:17]([NH:19][C:20]([C:22]3[CH:26]=[C:25]([C:27]([OH:30])([CH3:29])[CH3:28])[O:24][N:23]=3)=[O:21])[CH3:18])[N:12]=2)[CH:5]=[C:6](F)[C:7]=1[C:8]#[N:9].[C:31](=O)([O-])[O-:32].[Cs+].[Cs+]. The catalyst is CO. The product is [Cl:1][C:2]1[CH:3]=[C:4]([C:11]2[CH:15]=[CH:14][N:13]([CH2:16][C@@H:17]([NH:19][C:20]([C:22]3[CH:26]=[C:25]([C:27]([OH:30])([CH3:29])[CH3:28])[O:24][N:23]=3)=[O:21])[CH3:18])[N:12]=2)[CH:5]=[C:6]([O:32][CH3:31])[C:7]=1[C:8]#[N:9]. The yield is 0.603. (3) The reactants are [N:1]1[CH:6]=[CH:5][C:4]([C:7]2[CH2:8][C:9]([C:12]([OH:14])=O)=[N:10][N:11]=2)=[CH:3][CH:2]=1.CCN(C(C)C)C(C)C.CCN=C=NCCCN(C)C.C1C=CC2N(O)N=NC=2C=1.Cl.[Cl:46][C:47]1[CH:48]=[C:49]([C:54]2[O:58][C:57]([CH2:59][CH2:60][NH2:61])=[CH:56][CH:55]=2)[CH:50]=[CH:51][C:52]=1[Cl:53]. The catalyst is C(Cl)Cl. The product is [Cl:46][C:47]1[CH:48]=[C:49]([C:54]2[O:58][C:57]([CH2:59][CH2:60][NH:61][C:12]([C:9]3[NH:10][N:11]=[C:7]([C:4]4[CH:3]=[CH:2][N:1]=[CH:6][CH:5]=4)[CH:8]=3)=[O:14])=[CH:56][CH:55]=2)[CH:50]=[CH:51][C:52]=1[Cl:53]. The yield is 0.290. (4) The reactants are [NH2:1][C:2]1[S:3][CH:4]=[N:5][N:6]=1.[CH2:7]([C:19]1[CH:24]=[CH:23][C:22]([S:25](Cl)(=[O:27])=[O:26])=[CH:21][CH:20]=1)[CH2:8][CH2:9][CH2:10][CH2:11][CH2:12][CH2:13][CH2:14][CH2:15][CH2:16][CH2:17][CH3:18].Cl. The catalyst is N1C=CC=CC=1. The product is [CH2:7]([C:19]1[CH:20]=[CH:21][C:22]([S:25]([NH:1][C:2]2[S:3][CH:4]=[N:5][N:6]=2)(=[O:27])=[O:26])=[CH:23][CH:24]=1)[CH2:8][CH2:9][CH2:10][CH2:11][CH2:12][CH2:13][CH2:14][CH2:15][CH2:16][CH2:17][CH3:18]. The yield is 0.510. (5) The reactants are Br[C:2]1[CH:22]=[CH:21][C:5]2[N:6]([CH2:14][CH:15]3[CH2:20][CH2:19][O:18][CH2:17][CH2:16]3)[C:7]([CH2:9][C:10]([CH3:13])([CH3:12])[CH3:11])=[N:8][C:4]=2[CH:3]=1.C(N(CC)C(C)C)(C)C.[SH:32][CH2:33][C:34]([O:36][CH3:37])=[O:35].C1(P(C2C=CC=CC=2)C2C3OC4C(=CC=CC=4P(C4C=CC=CC=4)C4C=CC=CC=4)C(C)(C)C=3C=CC=2)C=CC=CC=1. The catalyst is O1CCOCC1.C1C=CC(/C=C/C(/C=C/C2C=CC=CC=2)=O)=CC=1.C1C=CC(/C=C/C(/C=C/C2C=CC=CC=2)=O)=CC=1.C1C=CC(/C=C/C(/C=C/C2C=CC=CC=2)=O)=CC=1.[Pd].[Pd]. The product is [CH3:11][C:10]([CH3:13])([CH3:12])[CH2:9][C:7]1[N:6]([CH2:14][CH:15]2[CH2:20][CH2:19][O:18][CH2:17][CH2:16]2)[C:5]2[CH:21]=[CH:22][C:2]([S:32][CH2:33][C:34]([O:36][CH3:37])=[O:35])=[CH:3][C:4]=2[N:8]=1. The yield is 0.990. (6) The reactants are Br[C:2]1[C:18]([F:19])=[CH:17][C:5]2[O:6][CH2:7][CH2:8][C:9]3[S:13][C:12]([C:14]([NH2:16])=[O:15])=[N:11][C:10]=3[C:4]=2[CH:3]=1.[C:20]([C:22]1([OH:27])[CH2:26]C[O:24][CH2:23]1)#[CH:21]. No catalyst specified. The product is [OH:27][C:22]([CH3:26])([CH2:23][OH:24])[C:20]#[C:21][C:2]1[C:18]([F:19])=[CH:17][C:5]2[O:6][CH2:7][CH2:8][C:9]3[S:13][C:12]([C:14]([NH2:16])=[O:15])=[N:11][C:10]=3[C:4]=2[CH:3]=1. The yield is 0.140. (7) The reactants are [CH2:1]([O:3][P:4]([CH2:9][C:10]1[CH:15]=[CH:14][C:13]([NH:16][C:17]2[N:22]=[C:21]([NH:23][C:24]3[C:29]4[C:30](=[O:34])[N:31]([CH3:33])[CH2:32][C:28]=4[CH:27]=[CH:26][N+:25]=3[O-])[C:20]([C:36]([F:39])([F:38])[F:37])=[CH:19][N:18]=2)=[C:12](OC)[CH:11]=1)(=[O:8])[O:5][CH2:6][CH3:7])[CH3:2].Cl.O. The catalyst is CCO.[Fe]. The product is [CH2:6]([O:5][P:4]([CH2:9][C:10]1[CH:15]=[CH:14][C:13]([NH:16][C:17]2[N:22]=[C:21]([NH:23][C:24]3[C:29]4[C:30](=[O:34])[N:31]([CH3:33])[CH2:32][C:28]=4[CH:27]=[CH:26][N:25]=3)[C:20]([C:36]([F:38])([F:39])[F:37])=[CH:19][N:18]=2)=[CH:12][CH:11]=1)(=[O:8])[O:3][CH2:1][CH3:2])[CH3:7]. The yield is 0.500. (8) The reactants are [F:1][C:2]1[CH:7]=[C:6]([F:8])[CH:5]=[CH:4][C:3]=1[C:9]1[N:10]=[C:11]2[C:16]([CH3:17])=[N:15][CH:14]=[CH:13][N:12]2[C:18]=1[C:19]1[CH:24]=[CH:23][N:22]=[C:21](SC)[N:20]=1.O[O:28][S:29]([O-:31])=O.[K+].[CH2:33](Cl)Cl. The catalyst is CO.O. The product is [F:1][C:2]1[CH:7]=[C:6]([F:8])[CH:5]=[CH:4][C:3]=1[C:9]1[N:10]=[C:11]2[C:16]([CH3:17])=[N:15][CH:14]=[CH:13][N:12]2[C:18]=1[C:19]1[CH:24]=[CH:23][N:22]=[C:21]([S:29]([CH3:33])(=[O:31])=[O:28])[N:20]=1. The yield is 0.850.